From a dataset of Forward reaction prediction with 1.9M reactions from USPTO patents (1976-2016). Predict the product of the given reaction. Given the reactants [NH2:1][C:2]1[N:3]=[N:4][C:5]([C:8]2[CH:15]=[CH:14][C:11]([C:12]#[N:13])=[C:10]([F:16])[CH:9]=2)=[CH:6][N:7]=1.Cl[CH:18]([CH2:28][C:29]1[CH:30]=[C:31]2[C:36](=[CH:37][CH:38]=1)[N:35]=[CH:34][CH:33]=[CH:32]2)[CH:19](N1C(=O)CCC1=O)O, predict the reaction product. The product is: [F:16][C:10]1[CH:9]=[C:8]([C:5]2[CH:6]=[N:7][C:2]3[N:3]([C:18]([CH2:28][C:29]4[CH:30]=[C:31]5[C:36](=[CH:37][CH:38]=4)[N:35]=[CH:34][CH:33]=[CH:32]5)=[CH:19][N:1]=3)[N:4]=2)[CH:15]=[CH:14][C:11]=1[C:12]#[N:13].